The task is: Predict the product of the given reaction.. This data is from Forward reaction prediction with 1.9M reactions from USPTO patents (1976-2016). (1) Given the reactants [Cl:1][C:2]1[N:7]=[C:6]2[C:8]([I:11])=[N:9][NH:10][C:5]2=[CH:4][CH:3]=1.[C:12]([O-])([O-])=O.[Cs+].[Cs+].CI.ClC1C=CC2C(=C(I)N(C)N=2)N=1, predict the reaction product. The product is: [Cl:1][C:2]1[N:7]=[C:6]2[C:8]([I:11])=[N:9][N:10]([CH3:12])[C:5]2=[CH:4][CH:3]=1. (2) Given the reactants [CH2:1]([O:3][C:4](=[O:30])[CH2:5][C:6]1[CH:7]=[C:8]([C:14]2[CH:19]=[CH:18][C:17](Br)=[CH:16][C:15]=2[CH2:21][N:22]([C:25]([CH:27]2[CH2:29][CH2:28]2)=[O:26])[CH2:23][CH3:24])[C:9]([O:12][CH3:13])=[CH:10][CH:11]=1)[CH3:2].O.[CH2:32]([O:34][C:35]1[CH:40]=[CH:39][C:38](B2OC(C)(C)C(C)(C)O2)=[CH:37][N:36]=1)[CH3:33].C(=O)([O-])[O-].[K+].[K+], predict the reaction product. The product is: [CH2:1]([O:3][C:4](=[O:30])[CH2:5][C:6]1[CH:7]=[C:8]([C:14]2[CH:19]=[CH:18][C:17]([C:38]3[CH:37]=[N:36][C:35]([O:34][CH2:32][CH3:33])=[CH:40][CH:39]=3)=[CH:16][C:15]=2[CH2:21][N:22]([C:25]([CH:27]2[CH2:29][CH2:28]2)=[O:26])[CH2:23][CH3:24])[C:9]([O:12][CH3:13])=[CH:10][CH:11]=1)[CH3:2].